Dataset: Peptide-MHC class I binding affinity with 185,985 pairs from IEDB/IMGT. Task: Regression. Given a peptide amino acid sequence and an MHC pseudo amino acid sequence, predict their binding affinity value. This is MHC class I binding data. (1) The peptide sequence is GVFPINESF. The MHC is HLA-B58:01 with pseudo-sequence HLA-B58:01. The binding affinity (normalized) is 0.435. (2) The peptide sequence is RLTARGLLNM. The MHC is Mamu-A02 with pseudo-sequence Mamu-A02. The binding affinity (normalized) is 0.391. (3) The peptide sequence is SWPDGAELPF. The MHC is HLA-A01:01 with pseudo-sequence HLA-A01:01. The binding affinity (normalized) is 0. (4) The peptide sequence is IVLGNPVFL. The MHC is HLA-A02:02 with pseudo-sequence HLA-A02:02. The binding affinity (normalized) is 0.314. (5) The peptide sequence is HLKRTILAL. The MHC is BoLA-HD6 with pseudo-sequence BoLA-HD6. The binding affinity (normalized) is 0.391. (6) The peptide sequence is RLSCAASGFTF. The MHC is Mamu-A02 with pseudo-sequence Mamu-A02. The binding affinity (normalized) is 0.724. (7) The peptide sequence is YLPAIVREA. The MHC is HLA-A02:01 with pseudo-sequence HLA-A02:01. The binding affinity (normalized) is 0.711.